From a dataset of Cav3 T-type calcium channel HTS with 100,875 compounds. Binary Classification. Given a drug SMILES string, predict its activity (active/inactive) in a high-throughput screening assay against a specified biological target. (1) The compound is o1c2c(c(=O)c(OC)c1c1ccc(O)cc1)c(O)cc(O)c2. The result is 0 (inactive). (2) The compound is S(=O)(=O)(N1C(Cc2c1cccc2)C)c1cc(ccc1)C(=O)NC(CC)CO. The result is 0 (inactive).